Dataset: Drug-target binding data from BindingDB using IC50 measurements. Task: Regression. Given a target protein amino acid sequence and a drug SMILES string, predict the binding affinity score between them. We predict pIC50 (pIC50 = -log10(IC50 in M); higher means more potent). Dataset: bindingdb_ic50. (1) The drug is CCOc1c(Br)cc(OC)cc1CNCCCNc1nc2ccccc2c(=O)[nH]1. The target protein (Q8NY00) has sequence MAKETFYITTPIYYPSGNLHIGHAYSTVAGDVIARYKRMQGYDVRYLTGTDEHGQKIQEKAQKAGKTEIEYLDEMIAGIKQLWAKLEISNDDFIRTTEERHKHVVEQVFERLLKQGDIYLGEYEGWYSVPDETYYTESQLVDPQYENGKIIGGKSPDSGHEVELVKEESYFFNISKYTDRLLEFYDQNPDFIQPPSRKNEMINNFIKPGLADLAVSRTSFNWGVHVPSNPKHVVYVWIDALVNYISALGYLSDDESLFNKYWPADIHLMAKEIVRFHSIIWPILLMALDLPLPKKVFAHGWILMKDGKMSKSKGNVVDPNILIDRYGLDATRYYLMRELPFGSDGVFTPEAFVERTNFDLANDLGNLVNRTISMVNKYFDGELPAYQGPLHELDEEMEAMALETVKSYTESMESLQFSVALSTVWKFISRTNKYIDETTPWVLAKDDSQKDMLGNVMAHLVENIRYAAVLLRPFLTHAPKEIFEQLNINNPQFMEFSSLE.... The pIC50 is 8.2. (2) The small molecule is COC(=O)N1C[C@@H](NC(=O)c2ccc(OCc3cc(C)nc4ccccc34)cc2)[C@@H](C(=O)NO)C1. The target protein sequence is MLREQFSFDIAEEASKVCLAHLFTYQDFDMGTLGLAYVGSPRANSHGGVCPKAYYSPIGKKNIYLNSGLTSTKNYGKTILTKEADLVTTHELGHNFGAEHDPDGLAECAPNE. The pIC50 is 9.0.